From a dataset of Catalyst prediction with 721,799 reactions and 888 catalyst types from USPTO. Predict which catalyst facilitates the given reaction. (1) Reactant: C(O)(C(F)(F)F)=O.[CH3:8][O:9][C:10]([NH:12][C@@H:13]([CH:59]1[CH2:64][CH2:63][O:62][CH2:61][CH2:60]1)[C:14]([N:16]1[C@H:21]([C:22]2[NH:23][C:24]([C:27]3[CH:28]=[C:29]4[C:34](=[CH:35][CH:36]=3)[CH:33]=[C:32]([C:37]3[CH:38]=[CH:39][C:40]5[N:44]=[C:43]([C@@H:45]6[CH2:50][C@@H:49]7[C@@H:47]([CH2:48]7)[N:46]6C(OC(C)(C)C)=O)[NH:42][C:41]=5[CH:58]=3)[CH:31]=[CH:30]4)=[CH:25][N:26]=2)[CH2:20][C@@H:19]2[C@H:17]1[CH2:18]2)=[O:15])=[O:11]. Product: [C@@H:47]12[CH2:48][C@@H:49]1[CH2:50][C@@H:45]([C:43]1[NH:42][C:41]3[CH:58]=[C:37]([C:32]4[CH:33]=[C:34]5[C:29](=[CH:30][CH:31]=4)[CH:28]=[C:27]([C:24]4[NH:23][C:22]([C@@H:21]6[CH2:20][C@@H:19]7[C@@H:17]([CH2:18]7)[N:16]6[C:14](=[O:15])[C@@H:13]([NH:12][C:10](=[O:11])[O:9][CH3:8])[CH:59]6[CH2:64][CH2:63][O:62][CH2:61][CH2:60]6)=[N:26][CH:25]=4)[CH:36]=[CH:35]5)[CH:38]=[CH:39][C:40]=3[N:44]=1)[NH:46]2. The catalyst class is: 2. (2) Reactant: [CH2:1]([O:8][C:9]([N:11]1[CH2:16][CH2:15][CH2:14][C@@H:13]([C:17]2[N:21]3[CH:22]=[CH:23][N:24]=[C:25]([NH:26][CH2:27][C:28]4[CH:33]=[CH:32][C:31]([O:34][CH3:35])=[CH:30][C:29]=4[O:36][CH3:37])[C:20]3=[C:19]([C:38]3[CH:43]=[CH:42][C:41]([C:44]#[N:45])=[CH:40][C:39]=3[F:46])[N:18]=2)[CH2:12]1)=[O:10])[C:2]1[CH:7]=[CH:6][CH:5]=[CH:4][CH:3]=1.C([O-])([O-])=[O:48].[K+].[K+].OO.O. Product: [CH2:1]([O:8][C:9]([N:11]1[CH2:16][CH2:15][CH2:14][C@@H:13]([C:17]2[N:21]3[CH:22]=[CH:23][N:24]=[C:25]([NH:26][CH2:27][C:28]4[CH:33]=[CH:32][C:31]([O:34][CH3:35])=[CH:30][C:29]=4[O:36][CH3:37])[C:20]3=[C:19]([C:38]3[CH:43]=[CH:42][C:41]([C:44](=[O:48])[NH2:45])=[CH:40][C:39]=3[F:46])[N:18]=2)[CH2:12]1)=[O:10])[C:2]1[CH:7]=[CH:6][CH:5]=[CH:4][CH:3]=1. The catalyst class is: 16. (3) Reactant: Cl[CH2:2][C:3]1[N:4]=[C:5]([C:9]2[CH:14]=[CH:13][CH:12]=[CH:11][CH:10]=2)[O:6][C:7]=1[CH3:8].[OH:15][C:16]1[CH:21]=[CH:20][C:19]([C:22]([C:24]2[CH:29]=[CH:28][C:27]([O:30][CH3:31])=[CH:26][C:25]=2[O:32][CH2:33][O:34][CH3:35])=[O:23])=[C:18]([CH3:36])[CH:17]=1.C(=O)([O-])[O-].[K+].[K+].CN(C)C=O. Product: [CH3:31][O:30][C:27]1[CH:28]=[CH:29][C:24]([C:22]([C:19]2[CH:20]=[CH:21][C:16]([O:15][CH2:2][C:3]3[N:4]=[C:5]([C:9]4[CH:14]=[CH:13][CH:12]=[CH:11][CH:10]=4)[O:6][C:7]=3[CH3:8])=[CH:17][C:18]=2[CH3:36])=[O:23])=[C:25]([O:32][CH2:33][O:34][CH3:35])[CH:26]=1. The catalyst class is: 6. (4) Reactant: [C:1]([O:5][C:6](=[O:21])[CH2:7][N:8]1[C:13](=[O:14])[C:12]2[C:15]([Cl:19])=[N:16][CH:17]=[CH:18][C:11]=2[NH:10][C:9]1=[O:20])([CH3:4])([CH3:3])[CH3:2].Br[CH2:23][C:24]([NH:26][C:27]1[CH:32]=[C:31]([Cl:33])[C:30]([O:34][CH3:35])=[CH:29][C:28]=1[O:36][CH3:37])=[O:25].C([O-])([O-])=O.[Cs+].[Cs+].CN(C=O)C. Product: [C:1]([O:5][C:6](=[O:21])[CH2:7][N:8]1[C:13](=[O:14])[C:12]2[C:15]([Cl:19])=[N:16][CH:17]=[CH:18][C:11]=2[N:10]([CH2:23][C:24](=[O:25])[NH:26][C:27]2[CH:32]=[C:31]([Cl:33])[C:30]([O:34][CH3:35])=[CH:29][C:28]=2[O:36][CH3:37])[C:9]1=[O:20])([CH3:4])([CH3:2])[CH3:3]. The catalyst class is: 6.